The task is: Predict the reaction yield, written as a fraction of the theoretical maximum amount of product (1.0 means a 100% yield; for example, 0.34 means a 34% yield).. This data is from Reaction yield outcomes from USPTO patents with 853,638 reactions. (1) The product is [CH2:10]1[C:11]2([CH2:15][CH2:14][CH2:13][N:12]2[CH2:45][C:44]2[CH:43]=[CH:42][C:41]([O:40][CH:38]3[CH2:37][N:36]([C:34]([C:32]4[O:33][C:29]([C:23]5[CH:28]=[CH:27][CH:26]=[CH:25][CH:24]=5)=[N:30][N:31]=4)=[O:35])[CH2:39]3)=[CH:48][CH:47]=2)[CH2:8][O:9]1. The yield is 0.730. The reactants are OC(C(F)(F)F)=O.[CH2:8]1[C:11]2([CH2:15][CH2:14][CH2:13][NH:12]2)[CH2:10][O:9]1.C(N(CC)CC)C.[C:23]1([C:29]2[O:33][C:32]([C:34]([N:36]3[CH2:39][CH:38]([O:40][C:41]4[CH:48]=[CH:47][C:44]([CH:45]=O)=[CH:43][CH:42]=4)[CH2:37]3)=[O:35])=[N:31][N:30]=2)[CH:28]=[CH:27][CH:26]=[CH:25][CH:24]=1.[Na].C([O-])(O)=O.[Na+]. The catalyst is ClCCl. (2) The reactants are [I:1][C:2]1[C:10]2[NH:9][C:8]3[CH2:11][CH2:12][N:13](C(OC(C)(C)C)=O)[CH2:14][C:7]=3[C:6]=2[CH:5]=[CH:4][CH:3]=1.[OH-].[K+].IC.F[C:27](F)(F)C(O)=O.[OH-].[Na+]. The catalyst is COCCOC.C(OCC)(=O)C.C(Cl)Cl. The product is [I:1][C:2]1[C:10]2[N:9]([CH3:27])[C:8]3[CH2:11][CH2:12][NH:13][CH2:14][C:7]=3[C:6]=2[CH:5]=[CH:4][CH:3]=1. The yield is 0.730. (3) The reactants are [F:1][C:2]1[C:19]([C:20]2[CH:25]=[CH:24][CH:23]=[C:22]([F:26])[CH:21]=2)=[CH:18][C:17]([CH3:27])=[CH:16][C:3]=1[C:4]([NH:6][C:7]1[C:12]([F:13])=[CH:11][CH:10]=[C:9]([OH:14])[C:8]=1[CH3:15])=O. The catalyst is C1COCC1. The product is [F:13][C:12]1[CH:11]=[CH:10][C:9]([OH:14])=[C:8]([CH3:15])[C:7]=1[NH:6][CH2:4][C:3]1[CH:16]=[C:17]([CH3:27])[CH:18]=[C:19]([C:20]2[CH:25]=[CH:24][CH:23]=[C:22]([F:26])[CH:21]=2)[C:2]=1[F:1]. The yield is 0.930. (4) The reactants are C([NH:8][C@@H:9]1[CH2:13][CH2:12][N:11]([C:14]2[N:19]([CH3:20])[C:18](=[O:21])[CH:17]=[C:16]([C:22]3[CH:27]=[CH:26][N:25]=[CH:24][CH:23]=3)[N:15]=2)[CH2:10]1)C1C=CC=CC=1.C([O-])=O.[NH4+].CO. The catalyst is [Pd].O. The product is [NH2:8][C@@H:9]1[CH2:13][CH2:12][N:11]([C:14]2[N:19]([CH3:20])[C:18](=[O:21])[CH:17]=[C:16]([C:22]3[CH:23]=[CH:24][N:25]=[CH:26][CH:27]=3)[N:15]=2)[CH2:10]1. The yield is 0.840. (5) The reactants are [Mg].Cl[Si](C)(C)C.[F:7][C:8](F)([F:18])[C:9]([C:11]1[CH:16]=[CH:15][CH:14]=[CH:13][C:12]=1[F:17])=[O:10].Cl. The catalyst is C1COCC1.[Cl-].[Na+].O. The product is [F:18][CH:8]([F:7])[C:9]([C:11]1[CH:16]=[CH:15][CH:14]=[CH:13][C:12]=1[F:17])=[O:10]. The yield is 0.948. (6) The catalyst is CN(C1C=CN=CC=1)C. The yield is 0.980. The product is [CH3:15][C:14]1[CH:16]=[CH:17][C:11]([S:8]([O:7][CH2:1][CH2:2][C:3]#[C:4][CH2:5][CH3:6])(=[O:10])=[O:9])=[CH:12][CH:13]=1. The reactants are [CH2:1]([OH:7])[CH2:2][C:3]#[C:4][CH2:5][CH3:6].[S:8](Cl)([C:11]1[CH:17]=[CH:16][C:14]([CH3:15])=[CH:13][CH:12]=1)(=[O:10])=[O:9].CCN(CC)CC. (7) The reactants are [F:1][C:2]1[CH:3]=[C:4]2[C:8](=[CH:9][C:10]=1[NH2:11])[NH:7][C:6](=[O:12])[CH2:5]2.N1C=CC=CC=1.[CH3:19][O:20][CH2:21][C:22](Cl)=[O:23]. The catalyst is O1CCCC1. The product is [F:1][C:2]1[C:10]([NH:11][C:22](=[O:23])[CH2:21][O:20][CH3:19])=[CH:9][C:8]2[C:4](=[CH:5][C:6](=[O:12])[N:7]=2)[CH:3]=1. The yield is 0.406. (8) The reactants are [Br:1][C:2]1[CH:10]=[CH:9][C:5]([C:6]([OH:8])=O)=[C:4]([F:11])[C:3]=1[O:12][C:13]([F:16])([F:15])[F:14].[NH2:17][C:18]1[CH:19]=[CH:20][C:21]([N:24]2[CH2:29][CH2:28][N:27]([C:30]([O:32][C:33]([CH3:36])([CH3:35])[CH3:34])=[O:31])[CH2:26][C@H:25]2[CH3:37])=[N:22][CH:23]=1.CN(C(ON1N=NC2C=CC=NC1=2)=[N+](C)C)C.F[P-](F)(F)(F)(F)F.CCN(C(C)C)C(C)C. The catalyst is CN(C=O)C. The product is [Br:1][C:2]1[CH:10]=[CH:9][C:5]([C:6]([NH:17][C:18]2[CH:19]=[CH:20][C:21]([N:24]3[CH2:29][CH2:28][N:27]([C:30]([O:32][C:33]([CH3:36])([CH3:35])[CH3:34])=[O:31])[CH2:26][C@H:25]3[CH3:37])=[N:22][CH:23]=2)=[O:8])=[C:4]([F:11])[C:3]=1[O:12][C:13]([F:16])([F:15])[F:14]. The yield is 0.710. (9) The reactants are [NH2:1][CH2:2][C@@H:3]([CH3:24])[O:4][C:5]1[CH:14]=[CH:13][CH:12]=[C:11]2[C:6]=1[C:7]([NH:15][C:16]1[CH:21]=[CH:20][C:19]([OH:22])=[C:18]([CH3:23])[CH:17]=1)=[N:8][CH:9]=[N:10]2.[C:25](O)(=[O:27])[CH3:26]. No catalyst specified. The product is [OH:22][C:19]1[CH:20]=[CH:21][C:16]([NH:15][C:7]2[C:6]3[C:11](=[CH:12][CH:13]=[CH:14][C:5]=3[O:4][C@H:3]([CH3:24])[CH2:2][NH:1][C:25](=[O:27])[CH3:26])[N:10]=[CH:9][N:8]=2)=[CH:17][C:18]=1[CH3:23]. The yield is 0.900. (10) The reactants are Cl.C(N=C=NCCCN(C)C)C.[C:13]1([CH2:19][O:20][C:21]([NH:23][C:24]2([C:30]([OH:32])=O)[CH2:29][CH2:28][CH2:27][CH2:26][CH2:25]2)=[O:22])[CH:18]=[CH:17][CH:16]=[CH:15][CH:14]=1.ON1C2C=CC=CC=2N=N1.[NH2:43][C@H:44]([CH2:48][OH:49])[CH:45]([CH3:47])[CH3:46]. The catalyst is C(Cl)Cl. The product is [C:13]1([CH2:19][O:20][C:21]([NH:23][C:24]2([C:30]([NH:43][C@H:44]([CH2:48][OH:49])[CH:45]([CH3:47])[CH3:46])=[O:32])[CH2:25][CH2:26][CH2:27][CH2:28][CH2:29]2)=[O:22])[CH:14]=[CH:15][CH:16]=[CH:17][CH:18]=1. The yield is 0.910.